Dataset: Catalyst prediction with 721,799 reactions and 888 catalyst types from USPTO. Task: Predict which catalyst facilitates the given reaction. (1) Reactant: [CH3:1][O:2][C:3](=[O:8])[CH2:4][CH2:5][CH2:6]Br.[CH2:9]([CH:13]1[CH2:18][CH2:17][NH:16][CH2:15][CH2:14]1)[CH2:10][CH2:11][CH3:12].C([O-])([O-])=O.[K+].[K+]. Product: [CH3:1][O:2][C:3](=[O:8])[CH2:4][CH2:5][CH2:6][N:16]1[CH2:17][CH2:18][CH:13]([CH2:9][CH2:10][CH2:11][CH3:12])[CH2:14][CH2:15]1. The catalyst class is: 10. (2) Reactant: [C:1]([C:3]1[CH:4]=[C:5]([S:10]([N:13]([CH2:19][C:20]2[CH:25]=[CH:24][C:23]([O:26][CH3:27])=[CH:22][C:21]=2[O:28][CH3:29])[C:14]2[S:18][N:17]=[CH:16][N:15]=2)(=[O:12])=[O:11])[CH:6]=[CH:7][C:8]=1F)#[N:2].[Cl:30][C:31]1[C:32]([F:39])=[CH:33][C:34]([I:38])=[C:35]([OH:37])[CH:36]=1.C(=O)([O-])[O-].[K+].[K+]. Product: [Cl:30][C:31]1[C:32]([F:39])=[CH:33][C:34]([I:38])=[C:35]([CH:36]=1)[O:37][C:8]1[CH:7]=[CH:6][C:5]([S:10]([N:13]([CH2:19][C:20]2[CH:25]=[CH:24][C:23]([O:26][CH3:27])=[CH:22][C:21]=2[O:28][CH3:29])[C:14]2[S:18][N:17]=[CH:16][N:15]=2)(=[O:12])=[O:11])=[CH:4][C:3]=1[C:1]#[N:2]. The catalyst class is: 16. (3) Reactant: C[N:2]1[CH2:11][CH2:10][C:9]2([C:12]3[CH:17]=[CH:16][CH:15]=[C:14]([O:18][CH3:19])[CH:13]=3)[C:4]([CH3:20])([CH2:5][CH2:6][CH2:7][CH2:8]2)[CH2:3]1.ClC([O-])=O. Product: [CH3:19][O:18][C:14]1[CH:13]=[C:12]([C:9]23[CH2:8][CH2:7][CH2:6][CH2:5][C:4]2([CH3:20])[CH2:3][NH:2][CH2:11][CH2:10]3)[CH:17]=[CH:16][CH:15]=1. The catalyst class is: 26. (4) Reactant: [Zn:1].[C:2]([O:10][CH2:11][I:12])(=[O:9])[C:3]1[CH:8]=[CH:7][CH:6]=[CH:5][CH:4]=1.C(OC)(=O)C1C=CC=CC=1. Product: [I-:12].[C:2]([O:10][CH2:11][Zn+:1])(=[O:9])[C:3]1[CH:8]=[CH:7][CH:6]=[CH:5][CH:4]=1. The catalyst class is: 1.